The task is: Predict the product of the given reaction.. This data is from Forward reaction prediction with 1.9M reactions from USPTO patents (1976-2016). (1) The product is: [CH2:1]([N:8]1[C@H:12]2[CH2:13][S:14][C:15](=[O:16])[C@H:11]2[N:10]([CH2:17][C:18]2[CH:19]=[CH:20][CH:21]=[CH:22][CH:23]=2)[C:9]1=[O:24])[C:2]1[CH:7]=[CH:6][CH:5]=[CH:4][CH:3]=1. Given the reactants [CH2:1]([N:8]1[C@H:12]2[CH2:13][S:14][C:15](=[O:16])[C@@H:11]2[N:10]([CH2:17][C:18]2[CH:23]=[CH:22][CH:21]=[CH:20][CH:19]=2)[C:9]1=[O:24])[C:2]1[CH:7]=[CH:6][CH:5]=[CH:4][CH:3]=1.N1C=CC=CC=1, predict the reaction product. (2) Given the reactants [N:1]1[C:8]([Cl:9])=[N:7][C:5]([Cl:6])=[N:4][C:2]=1Cl.CCN(C(C)C)C(C)C.[CH:19]1([NH2:24])[CH2:23][CH2:22][CH2:21][CH2:20]1, predict the reaction product. The product is: [CH:19]1([NH:24][C:2]2[N:1]=[C:8]([Cl:9])[N:7]=[C:5]([Cl:6])[N:4]=2)[CH2:23][CH2:22][CH2:21][CH2:20]1. (3) Given the reactants [F:1][C:2]1[CH:7]=[C:6]([NH:8][CH2:9][C:10]2[CH:15]=[CH:14][C:13]([F:16])=[CH:12][CH:11]=2)[CH:5]=[C:4]([N+:17]([O-])=O)[C:3]=1[NH:20][C:21](=[O:25])[O:22][CH2:23][CH3:24].[Cl-].[NH4+], predict the reaction product. The product is: [NH2:17][C:4]1[CH:5]=[C:6]([NH:8][CH2:9][C:10]2[CH:15]=[CH:14][C:13]([F:16])=[CH:12][CH:11]=2)[CH:7]=[C:2]([F:1])[C:3]=1[NH:20][C:21](=[O:25])[O:22][CH2:23][CH3:24]. (4) Given the reactants Br[C:2]1[C:11]([CH3:12])=[CH:10][C:5]2[C:6](=[O:9])[O:7][CH2:8][C:4]=2[C:3]=1[CH3:13].[CH2:14](N(CC)CC)[CH3:15], predict the reaction product. The product is: [CH:14]([C:2]1[C:11]([CH3:12])=[CH:10][C:5]2[C:6](=[O:9])[O:7][CH2:8][C:4]=2[C:3]=1[CH3:13])=[CH2:15]. (5) Given the reactants [C:1]([C:3]1[CH:8]=[CH:7][C:6]([CH:9]2[CH2:14][CH2:13][N:12]([C:15]([C:17]3[CH:18]=[CH:19][C:20]([CH3:31])=[C:21]([NH:23][S:24]([CH2:27][CH:28]4[CH2:30][O:29]4)(=[O:26])=[O:25])[CH:22]=3)=[O:16])[CH2:11][CH2:10]2)=[CH:5][CH:4]=1)#[N:2].[CH3:32][NH:33][CH3:34], predict the reaction product. The product is: [C:1]([C:3]1[CH:8]=[CH:7][C:6]([CH:9]2[CH2:10][CH2:11][N:12]([C:15]([C:17]3[CH:18]=[CH:19][C:20]([CH3:31])=[C:21]([NH:23][S:24]([CH2:27][CH:28]([OH:29])[CH2:30][N:33]([CH3:34])[CH3:32])(=[O:25])=[O:26])[CH:22]=3)=[O:16])[CH2:13][CH2:14]2)=[CH:5][CH:4]=1)#[N:2]. (6) Given the reactants [O:1]1[C:5]2[C:6]([C:10]([OH:12])=O)=[CH:7][CH:8]=[CH:9][C:4]=2[CH2:3][CH2:2]1.O1C2C(C(Cl)=O)=CC=CC=2CC1.S(Cl)(Cl)=O.[CH3:29][O:30][CH2:31][CH2:32][N:33]1[C:37]([CH3:38])=[C:36]([CH3:39])[S:35][C:34]1=[NH:40].CCN(CC)CC, predict the reaction product. The product is: [CH3:29][O:30][CH2:31][CH2:32][N:33]1[C:37]([CH3:38])=[C:36]([CH3:39])[S:35]/[C:34]/1=[N:40]\[C:10]([C:6]1[C:5]2[O:1][CH2:2][CH2:3][C:4]=2[CH:9]=[CH:8][CH:7]=1)=[O:12].